Dataset: Catalyst prediction with 721,799 reactions and 888 catalyst types from USPTO. Task: Predict which catalyst facilitates the given reaction. (1) Reactant: Cl[CH2:2][C:3]#[N:4].[Cl:5][C:6]1[CH:11]=[CH:10][CH:9]=[CH:8][C:7]=1[N:12]1[C:17](=[O:18])[CH:16]=[CH:15][C:14]([C:19]#[N:20])=[C:13]1[S-:21].[Na+].O. Product: [NH2:20][C:19]1[C:14]2[CH:15]=[CH:16][C:17](=[O:18])[N:12]([C:7]3[CH:8]=[CH:9][CH:10]=[CH:11][C:6]=3[Cl:5])[C:13]=2[S:21][C:2]=1[C:3]#[N:4]. The catalyst class is: 23. (2) Reactant: [CH:1]1([CH2:6][CH:7]([C:11]2[CH:16]=[CH:15][C:14]([O:17][CH3:18])=[CH:13][CH:12]=2)[C:8]([OH:10])=O)[CH2:5][CH2:4][CH2:3][CH2:2]1.C(Cl)(=O)C(Cl)=O.[NH2:25][C:26]1[S:27][CH:28]=[CH:29][N:30]=1.C(N(CC)C(C)C)(C)C. Product: [CH:1]1([CH2:6][CH:7]([C:11]2[CH:16]=[CH:15][C:14]([O:17][CH3:18])=[CH:13][CH:12]=2)[C:8]([NH:25][C:26]2[S:27][CH:28]=[CH:29][N:30]=2)=[O:10])[CH2:2][CH2:3][CH2:4][CH2:5]1. The catalyst class is: 832. (3) Reactant: [C:1]([CH2:3][C:4]1([N:15]2[CH:19]=[C:18]([C:20]3[CH:25]=[CH:24][N:23]=[C:22]4[N:26]([CH2:29][O:30][CH2:31][CH2:32][Si:33]([CH3:36])([CH3:35])[CH3:34])[CH:27]=[CH:28][C:21]=34)[CH:17]=[N:16]2)[CH2:7][N:6](C(OC(C)(C)C)=O)[CH2:5]1)#[N:2].Cl.O1CCOCC1. Product: [CH3:35][Si:33]([CH3:34])([CH3:36])[CH2:32][CH2:31][O:30][CH2:29][N:26]1[C:22]2=[N:23][CH:24]=[CH:25][C:20]([C:18]3[CH:17]=[N:16][N:15]([C:4]4([CH2:3][C:1]#[N:2])[CH2:5][NH:6][CH2:7]4)[CH:19]=3)=[C:21]2[CH:28]=[CH:27]1. The catalyst class is: 36. (4) Reactant: CC(C)([O-])C.[K+].[N+:7]([C:10]1[S:11][CH:12]=[CH:13][CH:14]=1)([O-:9])=[O:8].Cl[CH2:16][C:17]([O:19][CH2:20][CH3:21])=[O:18]. Product: [N+:7]([C:10]1[S:11][CH:12]=[CH:13][C:14]=1[CH2:16][C:17]([O:19][CH2:20][CH3:21])=[O:18])([O-:9])=[O:8]. The catalyst class is: 7. (5) Reactant: [CH2:1]([O:3][C:4]([C:6]1[O:7][C:8]2[CH:14]=[C:13]([OH:15])[CH:12]=[CH:11][C:9]=2[CH:10]=1)=[O:5])[CH3:2].II.C[C:19]([CH3:22])([O-])[CH3:20].[K+].O.O1C[CH2:28][CH2:27][CH2:26]1. Product: [CH2:1]([O:3][C:4]([C:6]1[O:7][C:8]2[CH:14]=[C:13]([O:15][C:20]3[CH:19]=[CH:22][CH:28]=[CH:27][CH:26]=3)[CH:12]=[CH:11][C:9]=2[CH:10]=1)=[O:5])[CH3:2]. The catalyst class is: 9. (6) Reactant: [Br-].[CH2:2]([O:4][C:5]([C:7]1[CH:32]=[CH:31][CH:30]=[CH:29][C:8]=1[CH2:9][P+](C1C=CC=CC=1)(C1C=CC=CC=1)C1C=CC=CC=1)=[O:6])[CH3:3].C[Si]([N-][Si](C)(C)C)(C)C.[K+].[C:43]([O:47][C:48]([N:50]1[C@H:54]([CH:55]=O)[CH2:53][O:52][C:51]1([CH3:58])[CH3:57])=[O:49])([CH3:46])([CH3:45])[CH3:44]. Product: [C:43]([O:47][C:48]([N:50]1[C@H:54]([CH:55]=[CH:9][C:8]2[CH:29]=[CH:30][CH:31]=[CH:32][C:7]=2[C:5]([O:4][CH2:2][CH3:3])=[O:6])[CH2:53][O:52][C:51]1([CH3:57])[CH3:58])=[O:49])([CH3:46])([CH3:44])[CH3:45]. The catalyst class is: 11.